Dataset: Catalyst prediction with 721,799 reactions and 888 catalyst types from USPTO. Task: Predict which catalyst facilitates the given reaction. (1) The catalyst class is: 56. Product: [CH3:13][C:4]1[N:5]([C:7]2[CH:12]=[CH:11][CH:10]=[CH:9][CH:8]=2)[CH:6]=[C:2]([Sn:23]([CH2:24][CH2:25][CH2:26][CH3:27])([CH2:28][CH2:29][CH2:30][CH3:31])[CH2:19][CH2:20][CH2:21][CH3:22])[N:3]=1. Reactant: I[C:2]1[N:3]=[C:4]([CH3:13])[N:5]([C:7]2[CH:12]=[CH:11][CH:10]=[CH:9][CH:8]=2)[CH:6]=1.C([Mg]Cl)(C)C.[CH2:19]([Sn:23](Cl)([CH2:28][CH2:29][CH2:30][CH3:31])[CH2:24][CH2:25][CH2:26][CH3:27])[CH2:20][CH2:21][CH3:22].[NH4+].[Cl-]. (2) Reactant: [O:1]=[C:2]([CH2:8][C:9]([O:11][CH3:12])=[O:10])[CH2:3][C:4]([O:6][CH3:7])=[O:5].C([O-])(=O)C.[Na+].[CH3:18][S:19]([C:22]1[CH:27]=[CH:26][C:25]([N+:28]#[N:29])=[CH:24][CH:23]=1)(=[O:21])=[O:20]. Product: [CH3:18][S:19]([C:22]1[CH:23]=[CH:24][C:25]([NH:28]/[N:29]=[C:8](\[C:2](=[O:1])[CH2:3][C:4]([O:6][CH3:7])=[O:5])/[C:9]([O:11][CH3:12])=[O:10])=[CH:26][CH:27]=1)(=[O:21])=[O:20]. The catalyst class is: 40. (3) Reactant: [NH2:1][C@H:2]1[CH2:7][CH2:6][C@H:5]([NH2:8])[CH2:4][CH2:3]1.C(O)(C)C.C(=O)=O.[N:16]([CH:19]1[CH2:24][CH2:23][CH2:22][CH2:21][CH2:20]1)=[C:17]=[O:18]. Product: [NH2:1][C@H:2]1[CH2:7][CH2:6][C@H:5]([NH:8][C:17]([NH:16][CH:19]2[CH2:24][CH2:23][CH2:22][CH2:21][CH2:20]2)=[O:18])[CH2:4][CH2:3]1. The catalyst class is: 1. (4) The catalyst class is: 2. Product: [Cl:1][C:2]1[N:7]=[C:6]([C:8]2[S:12][C:11]([CH:13]([CH3:15])[CH3:14])=[N:10][C:9]=2[C:16]2[CH:17]=[C:18]([NH:22][S:36]([C:33]3[CH:34]=[CH:35][C:30]([F:29])=[CH:31][CH:32]=3)(=[O:38])=[O:37])[CH:19]=[CH:20][CH:21]=2)[CH:5]=[CH:4][N:3]=1. Reactant: [Cl:1][C:2]1[N:7]=[C:6]([C:8]2[S:12][C:11]([CH:13]([CH3:15])[CH3:14])=[N:10][C:9]=2[C:16]2[CH:17]=[C:18]([NH2:22])[CH:19]=[CH:20][CH:21]=2)[CH:5]=[CH:4][N:3]=1.N1C=CC=CC=1.[F:29][C:30]1[CH:35]=[CH:34][C:33]([S:36](Cl)(=[O:38])=[O:37])=[CH:32][CH:31]=1. (5) Reactant: [OH-].[Na+].C[O:4][C:5](=[O:26])[CH2:6][C:7]1[C:8]([CH3:25])=[N:9][N:10]([C:18]2[N:19]=[N:20][C:21]([Cl:24])=[CH:22][CH:23]=2)[C:11]=1[C:12]1[CH:17]=[CH:16][CH:15]=[CH:14][CH:13]=1. Product: [Cl:24][C:21]1[N:20]=[N:19][C:18]([N:10]2[C:11]([C:12]3[CH:17]=[CH:16][CH:15]=[CH:14][CH:13]=3)=[C:7]([CH2:6][C:5]([OH:26])=[O:4])[C:8]([CH3:25])=[N:9]2)=[CH:23][CH:22]=1. The catalyst class is: 5.